From a dataset of Full USPTO retrosynthesis dataset with 1.9M reactions from patents (1976-2016). Predict the reactants needed to synthesize the given product. Given the product [F:24][C:21]1[CH:20]=[CH:19][C:18]([C:15]2[NH:16][CH:17]=[C:13]([C:10]3[CH2:11][CH2:12][NH:7][CH2:8][CH:9]=3)[C:14]=2[C:25]2[CH:30]=[CH:29][N:28]=[C:27]([NH:31][C@H:32]([C:34]3[CH:39]=[CH:38][CH:37]=[CH:36][CH:35]=3)[CH3:33])[CH:26]=2)=[CH:23][CH:22]=1, predict the reactants needed to synthesize it. The reactants are: C(OC([N:7]1[CH2:12][CH:11]=[C:10]([C:13]2[C:14]([C:25]3[CH:30]=[CH:29][N:28]=[C:27]([NH:31][C@H:32]([C:34]4[CH:39]=[CH:38][CH:37]=[CH:36][CH:35]=4)[CH3:33])[CH:26]=3)=[C:15]([C:18]3[CH:23]=[CH:22][C:21]([F:24])=[CH:20][CH:19]=3)[NH:16][CH:17]=2)[CH2:9][CH2:8]1)=O)C=C.O1CCOCC1.N1CCCC1.